This data is from Forward reaction prediction with 1.9M reactions from USPTO patents (1976-2016). The task is: Predict the product of the given reaction. (1) Given the reactants C(OC(=O)[NH:7][C:8]1[CH:13]=[C:12]([Cl:14])[C:11]([C:15]([F:18])([F:17])[F:16])=[CH:10][C:9]=1[NH:19][C:20](=[O:38])[CH2:21][C:22]([C:24]1[CH:29]=[CH:28][CH:27]=[C:26]([C:30]2[C:35]([CH3:36])=[CH:34][N:33]=[C:32]([CH3:37])[CH:31]=2)[CH:25]=1)=O)(C)(C)C.C(O)(C(F)(F)F)=O, predict the reaction product. The product is: [Cl:14][C:12]1[C:11]([C:15]([F:17])([F:18])[F:16])=[CH:10][C:9]2[NH:19][C:20](=[O:38])[CH2:21][C:22]([C:24]3[CH:29]=[CH:28][CH:27]=[C:26]([C:30]4[C:35]([CH3:36])=[CH:34][N:33]=[C:32]([CH3:37])[CH:31]=4)[CH:25]=3)=[N:7][C:8]=2[CH:13]=1. (2) The product is: [Cl:22][C:19]1[S:18][C:17]([NH:16][S:2]([C:5]2[CH:14]=[CH:13][C:8]([C:9]([O:11][CH3:12])=[O:10])=[CH:7][CH:6]=2)(=[O:4])=[O:3])=[N:21][CH:20]=1. Given the reactants Cl[S:2]([C:5]1[CH:14]=[CH:13][C:8]([C:9]([O:11][CH3:12])=[O:10])=[CH:7][CH:6]=1)(=[O:4])=[O:3].Cl.[NH2:16][C:17]1[S:18][C:19]([Cl:22])=[CH:20][N:21]=1.Cl, predict the reaction product. (3) Given the reactants [CH3:1][N:2]1[C:10]2[C:9](=[O:11])[CH2:8][CH2:7][CH2:6][C:5]=2[C:4]([C:12]([O:14][CH2:15][CH3:16])=[O:13])=[N:3]1.C(C(C(C)(C)C)C(O)=O)(C)(C)C.[CH3:29][N:30]([CH3:33])[CH:31]=O, predict the reaction product. The product is: [CH3:29][N:30]([CH:33]=[C:8]1[C:9](=[O:11])[C:10]2[N:2]([CH3:1])[N:3]=[C:4]([C:12]([O:14][CH2:15][CH3:16])=[O:13])[C:5]=2[CH2:6][CH2:7]1)[CH3:31].